Dataset: Forward reaction prediction with 1.9M reactions from USPTO patents (1976-2016). Task: Predict the product of the given reaction. (1) Given the reactants [C:1]([O:5][C:6](=[O:39])[CH2:7][CH2:8][C@H:9]([NH:28]C(OCC1C=CC=CC=1)=O)[C:10](=[O:27])[N:11]1[CH2:16][CH2:15][N:14]([C:17]2[CH:22]=[CH:21][CH:20]=[C:19]([C:23]([F:26])([F:25])[F:24])[CH:18]=2)[CH2:13][CH2:12]1)([CH3:4])([CH3:3])[CH3:2].[H][H], predict the reaction product. The product is: [C:1]([O:5][C:6](=[O:39])[CH2:7][CH2:8][C@H:9]([NH2:28])[C:10](=[O:27])[N:11]1[CH2:16][CH2:15][N:14]([C:17]2[CH:22]=[CH:21][CH:20]=[C:19]([C:23]([F:25])([F:26])[F:24])[CH:18]=2)[CH2:13][CH2:12]1)([CH3:4])([CH3:2])[CH3:3]. (2) Given the reactants [CH2:1]([C:3]1[S:29][C:6]2[N:7]([CH2:13][C:14]3[CH:19]=[CH:18][C:17]([C:20]4[C:21]([C:26]#[N:27])=[CH:22][CH:23]=[CH:24][CH:25]=4)=[CH:16][C:15]=3[F:28])[C:8](=[O:12])[NH:9][C:10](=[O:11])[C:5]=2[CH:4]=1)[CH3:2].[CH:30]([O:33][C:34]1[CH:39]=[CH:38][C:37](B(O)O)=[CH:36][CH:35]=1)([CH3:32])[CH3:31].C(N(CC)CC)C.N1C=CC=CC=1, predict the reaction product. The product is: [CH2:1]([C:3]1[S:29][C:6]2[N:7]([CH2:13][C:14]3[CH:19]=[CH:18][C:17]([C:20]4[C:21]([C:26]#[N:27])=[CH:22][CH:23]=[CH:24][CH:25]=4)=[CH:16][C:15]=3[F:28])[C:8](=[O:12])[N:9]([C:37]3[CH:38]=[CH:39][C:34]([O:33][CH:30]([CH3:32])[CH3:31])=[CH:35][CH:36]=3)[C:10](=[O:11])[C:5]=2[CH:4]=1)[CH3:2]. (3) Given the reactants [F:1][C:2]1[CH:3]=[C:4]2[C:9](=[CH:10][C:11]=1F)[N:8]([CH2:13][C:14]1[CH:19]=[CH:18][C:17]([C:20]([F:23])([F:22])[F:21])=[CH:16][CH:15]=1)[CH:7]=[C:6]([C:24]#[N:25])[C:5]2=[O:26].[CH3:27][CH:28]1[O:33][CH:32]([CH3:34])[CH2:31][NH:30][CH2:29]1, predict the reaction product. The product is: [CH3:34][CH:32]1[CH2:31][N:30]([C:11]2[CH:10]=[C:9]3[C:4]([C:5](=[O:26])[C:6]([C:24]#[N:25])=[CH:7][N:8]3[CH2:13][C:14]3[CH:19]=[CH:18][C:17]([C:20]([F:22])([F:23])[F:21])=[CH:16][CH:15]=3)=[CH:3][C:2]=2[F:1])[CH2:29][CH:28]([CH3:27])[O:33]1. (4) Given the reactants Br[C:2]1[CH:3]=[C:4]([C:9]2[N:10]=[C:11](SC)[N:12]=[N:13][CH:14]=2)[CH:5]=[CH:6][C:7]=1[F:8].[F:17][C:18]1[C:19]([Sn](CCCC)(CCCC)CCCC)=[N:20][CH:21]=[C:22]([F:24])[CH:23]=1, predict the reaction product. The product is: [F:17][C:18]1[C:19]([C:11]2[N:12]=[N:13][CH:14]=[C:9]([C:4]3[CH:5]=[CH:6][C:7]([F:8])=[C:2]([C:21]4[C:22]([F:24])=[CH:23][C:18]([F:17])=[CH:19][N:20]=4)[CH:3]=3)[N:10]=2)=[N:20][CH:21]=[C:22]([F:24])[CH:23]=1. (5) Given the reactants [CH2:1]([O:3][C:4](=[O:14])[C:5]1[CH:10]=[CH:9][CH:8]=[C:7]([F:11])[C:6]=1[NH:12][CH3:13])[CH3:2].[Cl:15]N1C(C)(C)C(=O)N(Cl)C1=O, predict the reaction product. The product is: [CH2:1]([O:3][C:4](=[O:14])[C:5]1[CH:10]=[C:9]([Cl:15])[CH:8]=[C:7]([F:11])[C:6]=1[NH:12][CH3:13])[CH3:2]. (6) Given the reactants [F:1][C:2]1[CH:7]=[CH:6][CH:5]=[C:4]([F:8])[C:3]=1[CH:9]1[NH:14][C:13]2[CH:15]=[CH:16][C:17](B3OC(C)(C)C(C)(C)O3)=[CH:18][C:12]=2[O:11][CH2:10]1.[CH2:28]([N:30]1[C:34](OS(C(F)(F)F)(=O)=O)=[CH:33][C:32]([C:43]2[CH:44]=[N:45][CH:46]=[CH:47][CH:48]=2)=[N:31]1)[CH3:29], predict the reaction product. The product is: [F:8][C:4]1[CH:5]=[CH:6][CH:7]=[C:2]([F:1])[C:3]=1[CH:9]1[NH:14][C:13]2[CH:15]=[CH:16][C:17]([C:34]3[N:30]([CH2:28][CH3:29])[N:31]=[C:32]([C:43]4[CH:44]=[N:45][CH:46]=[CH:47][CH:48]=4)[CH:33]=3)=[CH:18][C:12]=2[O:11][CH2:10]1.